Dataset: Reaction yield outcomes from USPTO patents with 853,638 reactions. Task: Predict the reaction yield, written as a fraction of the theoretical maximum amount of product (1.0 means a 100% yield; for example, 0.34 means a 34% yield). (1) The catalyst is C1COCC1.C([O-])(O)=O.[Na+]. The yield is 0.850. The reactants are N[C:2]1[CH:9]=[C:8]([C:10]([F:13])([F:12])[F:11])[C:7]([O:14][CH2:15][CH3:16])=[CH:6][C:3]=1[C:4]#[N:5].N(OCCC(C)C)=O. The product is [CH2:15]([O:14][C:7]1[CH:6]=[C:3]([CH:2]=[CH:9][C:8]=1[C:10]([F:11])([F:12])[F:13])[C:4]#[N:5])[CH3:16]. (2) The reactants are [OH-:1].[K+].[C:3]([NH:6][C:7]1[C:8]([I:33])=[C:9]([C:24]([N:26]([CH2:28][CH:29]([OH:32])[CH2:30][OH:31])[CH3:27])=[O:25])[C:10]([I:23])=[C:11]([C:21]=1[I:22])[C:12]([N:14]([CH2:16][CH:17]([OH:20])[CH2:18][OH:19])[CH3:15])=[O:13])(=[O:5])[CH3:4].B(O)(O)O.[CH2:38]1[O:40][CH:39]1[CH:41]1[O:43][CH2:42]1.Cl. The catalyst is C(#N)C.O.O.CO. The product is [OH:43][CH:41]([CH:39]([OH:40])[CH2:38][N:6]([C:7]1[C:21]([I:22])=[C:11]([C:12]([N:14]([CH2:16][CH:17]([OH:20])[CH2:18][OH:19])[CH3:15])=[O:13])[C:10]([I:23])=[C:9]([C:8]=1[I:33])[C:24]([N:26]([CH2:28][CH:29]([OH:32])[CH2:30][OH:31])[CH3:27])=[O:25])[C:3](=[O:1])[CH3:4])[CH2:42][N:6]([C:7]1[C:21]([I:22])=[C:11]([C:12]([N:14]([CH3:15])[CH2:16][CH:17]([OH:20])[CH2:18][OH:19])=[O:13])[C:10]([I:23])=[C:9]([C:8]=1[I:33])[C:24]([N:26]([CH3:27])[CH2:28][CH:29]([OH:32])[CH2:30][OH:31])=[O:25])[C:3](=[O:5])[CH3:4]. The yield is 0.390.